The task is: Predict the product of the given reaction.. This data is from Forward reaction prediction with 1.9M reactions from USPTO patents (1976-2016). Given the reactants [CH2:1]([NH:8][CH2:9][CH2:10][CH2:11][CH2:12][CH2:13][CH2:14][OH:15])[CH2:2][CH2:3][CH2:4][CH2:5][CH2:6][CH3:7].[CH:16]([C:19]1[CH:24]=[CH:23][CH:22]=[C:21]([CH:25]([CH3:27])[CH3:26])[C:20]=1[N:28]=[C:29]=[O:30])([CH3:18])[CH3:17], predict the reaction product. The product is: [CH:16]([C:19]1[CH:24]=[CH:23][CH:22]=[C:21]([CH:25]([CH3:26])[CH3:27])[C:20]=1[NH:28][C:29](=[O:30])[N:8]([CH2:1][CH2:2][CH2:3][CH2:4][CH2:5][CH2:6][CH3:7])[CH2:9][CH2:10][CH2:11][CH2:12][CH2:13][CH2:14][OH:15])([CH3:17])[CH3:18].